From a dataset of Peptide-MHC class II binding affinity with 134,281 pairs from IEDB. Regression. Given a peptide amino acid sequence and an MHC pseudo amino acid sequence, predict their binding affinity value. This is MHC class II binding data. (1) The peptide sequence is GRKNGSFIIDGKSRK. The MHC is DRB4_0103 with pseudo-sequence DRB4_0103. The binding affinity (normalized) is 0.413. (2) The peptide sequence is LVGPTPVNVIGRNLLTQIGC. The MHC is DRB5_0101 with pseudo-sequence DRB5_0101. The binding affinity (normalized) is 0. (3) The peptide sequence is IEGITLLNAKFFHMN. The MHC is DRB3_0101 with pseudo-sequence DRB3_0101. The binding affinity (normalized) is 0.559. (4) The peptide sequence is MHHLVEFEPPHAATI. The MHC is HLA-DQA10501-DQB10302 with pseudo-sequence HLA-DQA10501-DQB10302. The binding affinity (normalized) is 0.408. (5) The MHC is DRB1_0401 with pseudo-sequence DRB1_0401. The binding affinity (normalized) is 0. The peptide sequence is PVTEEPGMAKIPAGE. (6) The peptide sequence is TIAAMMTSPLSVASM. The MHC is DRB3_0202 with pseudo-sequence DRB3_0202. The binding affinity (normalized) is 0.444. (7) The MHC is HLA-DQA10102-DQB10602 with pseudo-sequence HLA-DQA10102-DQB10602. The binding affinity (normalized) is 0.583. The peptide sequence is ALRVIAGALEVHAVK.